Task: Regression. Given a peptide amino acid sequence and an MHC pseudo amino acid sequence, predict their binding affinity value. This is MHC class II binding data.. Dataset: Peptide-MHC class II binding affinity with 134,281 pairs from IEDB (1) The peptide sequence is EKKYFAAGQFEPLAA. The MHC is DRB1_1001 with pseudo-sequence DRB1_1001. The binding affinity (normalized) is 0.612. (2) The peptide sequence is YDKFLANESTVLTGK. The MHC is DRB3_0202 with pseudo-sequence DRB3_0202. The binding affinity (normalized) is 0.864. (3) The peptide sequence is APEVKYTVFETALKKAITAM. The MHC is HLA-DPA10103-DPB10301 with pseudo-sequence HLA-DPA10103-DPB10301. The binding affinity (normalized) is 0.519. (4) The peptide sequence is TKETETEAPAAPAEG. The MHC is DRB3_0101 with pseudo-sequence DRB3_0101. The binding affinity (normalized) is 0. (5) The peptide sequence is QYIKANAKFIGITE. The MHC is H-2-IAs with pseudo-sequence H-2-IAs. The binding affinity (normalized) is 0.658.